This data is from Full USPTO retrosynthesis dataset with 1.9M reactions from patents (1976-2016). The task is: Predict the reactants needed to synthesize the given product. (1) Given the product [C:1]([C:3]1[CH:8]=[CH:7][CH:6]=[CH:5][C:4]=1[C:9]1[CH:10]=[CH:11][C:12](/[CH:15]=[CH:16]/[C@@H:17]2[C@H:25]3[C@:21]([NH:28][CH2:29][C:30]([NH2:37])=[O:31])([C:22](=[O:27])[O:23][C@@H:24]3[CH3:26])[CH2:20][C:19]([F:33])([F:34])[C@H:18]2[CH3:35])=[N:13][CH:14]=1)#[N:2], predict the reactants needed to synthesize it. The reactants are: [C:1]([C:3]1[CH:8]=[CH:7][CH:6]=[CH:5][C:4]=1[C:9]1[CH:10]=[CH:11][C:12](/[CH:15]=[CH:16]/[C@@H:17]2[C@H:25]3[C@:21]([NH:28][CH2:29][C:30](O)=[O:31])([C:22](=[O:27])[O:23][C@@H:24]3[CH3:26])[CH2:20][C:19]([F:34])([F:33])[C@H:18]2[CH3:35])=[N:13][CH:14]=1)#[N:2].C[N:37](C(ON1N=NC2C=CC=NC1=2)=[N+](C)C)C.F[P-](F)(F)(F)(F)F.N. (2) Given the product [NH2:14][C:9]1[CH:10]=[CH:11][CH:12]=[C:13]2[C:8]=1[C:7](=[O:17])[C:6]1([NH:18][C:19](=[O:26])[C:20](=[O:25])[CH2:21][CH2:22][CH2:23][CH3:24])[C:5]3[CH:27]=[CH:28][C:29]([CH:31]([CH3:33])[CH3:32])=[CH:30][C:4]=3[O:3][C:2]12[OH:1], predict the reactants needed to synthesize it. The reactants are: [OH:1][C:2]12[C:13]3[C:8](=[C:9]([N+:14]([O-])=O)[CH:10]=[CH:11][CH:12]=3)[C:7](=[O:17])[C:6]1([NH:18][C:19](=[O:26])[C:20](=[O:25])[CH2:21][CH2:22][CH2:23][CH3:24])[C:5]1[CH:27]=[CH:28][C:29]([CH:31]([CH3:33])[CH3:32])=[CH:30][C:4]=1[O:3]2. (3) Given the product [NH:25]1[CH2:26][CH2:27][CH:22]([N:20]2[CH:21]=[C:17]([C:15]3[CH:16]=[C:11]([C:8]4[S:9][C:10]5[CH2:2][CH2:3][CH2:4][CH2:5][CH2:29][C:6]=5[N:7]=4)[C:12]([NH2:28])=[N:13][CH:14]=3)[CH:18]=[N:19]2)[CH2:23][CH2:24]1, predict the reactants needed to synthesize it. The reactants are: F[C:2]1[C:10]2[S:9][C:8]([C:11]3[C:12]([NH2:28])=[N:13][CH:14]=[C:15]([C:17]4[CH:18]=[N:19][N:20]([CH:22]5[CH2:27][CH2:26][NH:25][CH2:24][CH2:23]5)[CH:21]=4)[CH:16]=3)=[N:7][C:6]=2[C:5]([C:29](F)(F)F)=[CH:4][CH:3]=1.IC1SC2CCCCCC=2N=1.